Dataset: Full USPTO retrosynthesis dataset with 1.9M reactions from patents (1976-2016). Task: Predict the reactants needed to synthesize the given product. (1) Given the product [NH2:1][C:2]1[C:10]2[C:9]([C:11]3[CH:16]=[CH:15][C:14]([Cl:17])=[C:13]([Cl:18])[CH:12]=3)=[N:8][C:7]([NH:25][CH:26]3[CH2:27][N:28]([C:30]([O:32][C:33]([CH3:36])([CH3:35])[CH3:34])=[O:31])[CH2:29]3)=[N:6][C:5]=2[S:4][C:3]=1[C:22](=[O:23])[NH2:24], predict the reactants needed to synthesize it. The reactants are: [NH2:1][C:2]1[C:10]2[C:9]([C:11]3[CH:16]=[CH:15][C:14]([Cl:17])=[C:13]([Cl:18])[CH:12]=3)=[N:8][C:7](S(C)=O)=[N:6][C:5]=2[S:4][C:3]=1[C:22]([NH2:24])=[O:23].[NH2:25][CH:26]1[CH2:29][N:28]([C:30]([O:32][C:33]([CH3:36])([CH3:35])[CH3:34])=[O:31])[CH2:27]1. (2) Given the product [NH2:8][C:5]1[N:6]=[CH:7][C:2]([B:13]([OH:17])[OH:14])=[CH:3][C:4]=1[C:9]([F:12])([F:11])[F:10], predict the reactants needed to synthesize it. The reactants are: Br[C:2]1[CH:3]=[C:4]([C:9]([F:12])([F:11])[F:10])[C:5]([NH2:8])=[N:6][CH:7]=1.[B:13]1(B2OC(C)(C)C(C)(C)O2)[O:17]C(C)(C)C(C)(C)[O:14]1.C([O-])(=O)C.[K+].C(Cl)Cl.